From a dataset of Reaction yield outcomes from USPTO patents with 853,638 reactions. Predict the reaction yield, written as a fraction of the theoretical maximum amount of product (1.0 means a 100% yield; for example, 0.34 means a 34% yield). (1) The reactants are [CH2:1]([C:4]1[NH:5][C:6]2[C:11]([CH:12]=1)=[C:10]([C:13]([F:16])([F:15])[F:14])[C:9]([C:17]#[N:18])=[CH:8][CH:7]=2)[CH2:2][CH3:3].C([O-])([O-])=O.[Cs+].[Cs+].Br[CH2:26][C:27]1[N:31]=[C:30]([C:32]2[CH:37]=[CH:36][C:35]([C:38]([CH3:41])([CH3:40])[CH3:39])=[CH:34][CH:33]=2)[O:29][N:28]=1. The catalyst is C(#N)C. The product is [CH3:41][C:38]([C:35]1[CH:34]=[CH:33][C:32]([C:30]2[O:29][N:28]=[C:27]([CH2:26][N:5]3[C:6]4[C:11](=[C:10]([C:13]([F:15])([F:16])[F:14])[C:9]([C:17]#[N:18])=[CH:8][CH:7]=4)[CH:12]=[C:4]3[CH2:1][CH2:2][CH3:3])[N:31]=2)=[CH:37][CH:36]=1)([CH3:39])[CH3:40]. The yield is 0.160. (2) The reactants are [NH2:1][O:2][CH2:3][C:4]([O:6][C:7]([CH3:10])([CH3:9])[CH3:8])=[O:5].O=[C:12]([C:16]1[N:17]=[C:18]([NH:21][C:22]([C:35]2[CH:40]=[CH:39][CH:38]=[CH:37][CH:36]=2)([C:29]2[CH:34]=[CH:33][CH:32]=[CH:31][CH:30]=2)[C:23]2[CH:28]=[CH:27][CH:26]=[CH:25][CH:24]=2)[S:19][CH:20]=1)[C:13]([OH:15])=[O:14]. The catalyst is C(Cl)Cl. The product is [C:7]([O:6][C:4](=[O:5])[CH2:3][O:2]/[N:1]=[C:12](/[C:16]1[N:17]=[C:18]([NH:21][C:22]([C:29]2[CH:34]=[CH:33][CH:32]=[CH:31][CH:30]=2)([C:23]2[CH:24]=[CH:25][CH:26]=[CH:27][CH:28]=2)[C:35]2[CH:40]=[CH:39][CH:38]=[CH:37][CH:36]=2)[S:19][CH:20]=1)\[C:13]([OH:15])=[O:14])([CH3:10])([CH3:9])[CH3:8]. The yield is 0.765. (3) The reactants are [NH2:1][C@@H:2]([C:5]1[CH:10]=[CH:9][CH:8]=[C:7]([Cl:11])[CH:6]=1)[CH2:3][OH:4].C([O-])(O)=O.[Na+].[CH3:17][C:18]([O:21][C:22](O[C:22]([O:21][C:18]([CH3:20])([CH3:19])[CH3:17])=[O:23])=[O:23])([CH3:20])[CH3:19].O. The catalyst is C1COCC1.CN(C1C=CN=CC=1)C. The product is [Cl:11][C:7]1[CH:6]=[C:5]([C@H:2]([NH:1][C:22](=[O:23])[O:21][C:18]([CH3:20])([CH3:19])[CH3:17])[CH2:3][OH:4])[CH:10]=[CH:9][CH:8]=1. The yield is 0.770. (4) The reactants are [Cl:1][C:2]1[CH:7]=[CH:6][C:5]([S:8][C:9]2[CH:14]=[CH:13][CH:12]=[CH:11][C:10]=2[F:15])=[CH:4][N:3]=1.ClC1C=C(C=CC=1)C(OO)=[O:21].[OH-].[Na+]. The catalyst is ClCCl. The product is [Cl:1][C:2]1[CH:7]=[CH:6][C:5]([S:8]([C:9]2[CH:14]=[CH:13][CH:12]=[CH:11][C:10]=2[F:15])=[O:21])=[CH:4][N:3]=1. The yield is 0.610. (5) The reactants are [F:1][C:2]1[CH:3]=[C:4]([C:8]2[N:12]([S:13]([C:16]3[CH:21]=[CH:20][C:19]([CH3:22])=[CH:18][CH:17]=3)(=[O:15])=[O:14])[CH:11]=[C:10]([CH:23]=O)[CH:9]=2)[CH:5]=[CH:6][CH:7]=1.[Cl-:25].C[NH3+].[C:28]([BH3-])#[N:29].[Na+]. No catalyst specified. The product is [ClH:25].[CH3:28][NH:29][CH2:23][C:10]1[CH:9]=[C:8]([C:4]2[CH:5]=[CH:6][CH:7]=[C:2]([F:1])[CH:3]=2)[N:12]([S:13]([C:16]2[CH:21]=[CH:20][C:19]([CH3:22])=[CH:18][CH:17]=2)(=[O:15])=[O:14])[CH:11]=1. The yield is 0.690. (6) The reactants are C(O)(C(F)(F)F)=O.[F:8][C:9]1[CH:10]=[C:11]([NH:19][C:20]([C@H:22]2[C:31]3[C:26](=[CH:27][C:28]([O:32][CH3:33])=[CH:29][CH:30]=3)[CH2:25][CH2:24][N:23]2[C:34]([C@H:36]2[CH2:39][C@H:38]([CH2:40][C:41]([O:43]C(C)(C)C)=[O:42])[CH2:37]2)=[O:35])=[O:21])[CH:12]=[CH:13][C:14]=1[Si:15]([CH3:18])([CH3:17])[CH3:16].C(=O)([O-])O.[Na+]. The catalyst is O.C(#N)C. The product is [F:8][C:9]1[CH:10]=[C:11]([NH:19][C:20]([C@H:22]2[C:31]3[C:26](=[CH:27][C:28]([O:32][CH3:33])=[CH:29][CH:30]=3)[CH2:25][CH2:24][N:23]2[C:34]([C@H:36]2[CH2:39][C@H:38]([CH2:40][C:41]([OH:43])=[O:42])[CH2:37]2)=[O:35])=[O:21])[CH:12]=[CH:13][C:14]=1[Si:15]([CH3:16])([CH3:17])[CH3:18]. The yield is 0.367. (7) The reactants are [Cl:1][C:2]1[CH:3]=[CH:4][C:5]([NH:8][C:9]([C:11]2[CH:16]=[C:15]([Cl:17])[CH:14]=[CH:13][C:12]=2[NH:18][C:19]([C:21]2[CH:26]=[CH:25][C:24]([S:27]([CH2:40][CH2:41][O:42]C)(=[N:29]C(OCC3C=CC=CC=3)=O)=[O:28])=[CH:23][CH:22]=2)=[O:20])=[O:10])=[N:6][CH:7]=1.B(Br)(Br)Br. The catalyst is C(Cl)Cl. The product is [Cl:1][C:2]1[CH:3]=[CH:4][C:5]([NH:8][C:9]([C:11]2[CH:16]=[C:15]([Cl:17])[CH:14]=[CH:13][C:12]=2[NH:18][C:19]([C:21]2[CH:26]=[CH:25][C:24]([S:27]([CH2:40][CH2:41][OH:42])(=[NH:29])=[O:28])=[CH:23][CH:22]=2)=[O:20])=[O:10])=[N:6][CH:7]=1. The yield is 0.280.